Dataset: Catalyst prediction with 721,799 reactions and 888 catalyst types from USPTO. Task: Predict which catalyst facilitates the given reaction. (1) Reactant: [SH:1][C:2]1[CH:7]=[C:6]([CH3:8])[C:5]([OH:9])=[C:4]([CH3:10])[C:3]=1[CH3:11].[CH:12]([O:17]C)(OC)[O:13][CH3:14]. Product: [CH3:14][O:13][C:12](=[O:17])[CH2:2][C:3]([S:1][C:2]1[CH:7]=[C:6]([CH3:8])[C:5]([OH:9])=[C:4]([CH3:10])[C:3]=1[CH3:11])([CH3:11])[CH3:4]. The catalyst class is: 5. (2) Reactant: [O:1]=[C:2]1[CH2:7][O:6][CH2:5][C@H:4]2[CH2:8][CH2:9][C@@H:10]([C:12]([OH:14])=O)[CH2:11][N:3]12.Cl.[Cl:16][C:17]1[C:18]([CH2:23][NH2:24])=[N:19][CH:20]=[CH:21][N:22]=1.CN(C(ON1N=NC2C=CC=NC1=2)=[N+](C)C)C.F[P-](F)(F)(F)(F)F.C(N(CC)CC)C. Product: [Cl:16][C:17]1[C:18]([CH2:23][NH:24][C:12]([C@H:10]2[CH2:11][N:3]3[C@@H:4]([CH2:5][O:6][CH2:7][C:2]3=[O:1])[CH2:8][CH2:9]2)=[O:14])=[N:19][CH:20]=[CH:21][N:22]=1. The catalyst class is: 4. (3) Reactant: C(Cl)(=O)C(Cl)=O.[CH:7]1[C:19]2[CH:18]([CH2:20][O:21][C:22]([N:24]3[CH2:28][CH2:27][CH2:26][C@H:25]3[C:29]([OH:31])=[O:30])=[O:23])[C:17]3[C:12](=[CH:13][CH:14]=[CH:15][CH:16]=3)[C:11]=2[CH:10]=[CH:9][CH:8]=1.C(N(C(C)C)C(C)C)C.O[C@H:42]([CH2:46][C:47]1[CH:52]=[CH:51][CH:50]=[CH:49][CH:48]=1)[C:43]([OH:45])=[O:44]. Product: [CH:16]1[C:17]2[CH:18]([CH2:20][O:21][C:22]([N:24]3[CH2:28][CH2:27][CH2:26][C@H:25]3[C:29]([O:31][C@H:42]([CH2:46][C:47]3[CH:52]=[CH:51][CH:50]=[CH:49][CH:48]=3)[C:43]([OH:45])=[O:44])=[O:30])=[O:23])[C:19]3[C:11](=[CH:10][CH:9]=[CH:8][CH:7]=3)[C:12]=2[CH:13]=[CH:14][CH:15]=1. The catalyst class is: 306. (4) Reactant: [F:1][C:2]1[CH:3]=[C:4]2[C:13](=[CH:14][CH:15]=1)[C:12]1[CH:11]=[CH:10][CH:9]=[CH:8][C:7]=1[N:6]([S:16]([C:19]1[CH:24]=[CH:23][C:22]([O:25]C)=[CH:21][CH:20]=1)(=[O:18])=[O:17])[CH:5]2[CH3:27].B(Br)(Br)[Br:29].ClCCl. Product: [Br:29][C:10]1[CH:9]=[CH:8][C:7]2[N:6]([S:16]([C:19]3[CH:24]=[CH:23][C:22]([OH:25])=[CH:21][CH:20]=3)(=[O:18])=[O:17])[CH:5]([CH3:27])[C:4]3[C:13](=[CH:14][CH:15]=[C:2]([F:1])[CH:3]=3)[C:12]=2[CH:11]=1. The catalyst class is: 389. (5) Reactant: [CH3:1][N:2]1[C:11]2[C:6](=[CH:7][N:8]=[C:9]([CH3:12])[CH:10]=2)[CH:5]=[C:4]([C:13]2[CH:14]=[C:15]([CH:19]=[CH:20][C:21]=2[CH3:22])[C:16](O)=[O:17])[C:3]1=[O:23].CN(C(ON1N=NC2C=CC=NC1=2)=[N+](C)C)C.F[P-](F)(F)(F)(F)F.[CH3:48][C:49]1[CH:50]=[CH:51][C:52]([NH2:55])=[N:53][CH:54]=1.CCN(C(C)C)C(C)C. The catalyst class is: 3. Product: [CH3:1][N:2]1[C:11]2[C:6](=[CH:7][N:8]=[C:9]([CH3:12])[CH:10]=2)[CH:5]=[C:4]([C:13]2[CH:14]=[C:15]([CH:19]=[CH:20][C:21]=2[CH3:22])[C:16]([NH:55][C:52]2[CH:51]=[CH:50][C:49]([CH3:48])=[CH:54][N:53]=2)=[O:17])[C:3]1=[O:23]. (6) Reactant: [Cl:1][S:2]([OH:5])(=O)=[O:3].[O-]S([O-])(=O)=O.[Na+].[Na+].[N+:13]([C:16]1[CH:17]=[C:18]2[C:22](=[CH:23][CH:24]=1)[NH:21][CH:20]=[CH:19]2)([O-:15])=[O:14].O. Product: [N+:13]([C:16]1[CH:17]=[C:18]2[C:22](=[CH:23][CH:24]=1)[NH:21][CH:20]=[C:19]2[S:2]([Cl:1])(=[O:5])=[O:3])([O-:15])=[O:14]. The catalyst class is: 4. (7) Reactant: Cl.FC1C=C(C=CC=1)CN1C=C(C2C3C(=NC=C(C4C=CC(C5CCNCC5)=CC=4)C=3)N(S(C3C=CC(C)=CC=3)(=O)=O)C=2)C=N1.[F:46][C:47]1[CH:48]=[C:49]([CH:87]=[C:88]([F:90])[CH:89]=1)[CH2:50][N:51]1[CH:55]=[C:54]([C:56]2[C:64]3[C:59](=[N:60][CH:61]=[C:62]([C:65]4[CH:66]=[N:67][C:68]([N:71]5[CH2:76][CH2:75][NH:74][CH2:73][CH2:72]5)=[CH:69][CH:70]=4)[CH:63]=3)[N:58](S(C3C=CC(C)=CC=3)(=O)=O)[CH:57]=2)[CH:53]=[N:52]1.FC1C=C(C=C(F)C=1)CN1C=C(C2C3C(=NC=C(C4C=NC(N5CCN(C)CC5)=CC=4)C=3)NC=2)C=N1.[OH-].[Li+]. Product: [F:46][C:47]1[CH:48]=[C:49]([CH:87]=[C:88]([F:90])[CH:89]=1)[CH2:50][N:51]1[CH:55]=[C:54]([C:56]2[C:64]3[C:59](=[N:60][CH:61]=[C:62]([C:65]4[CH:66]=[N:67][C:68]([N:71]5[CH2:72][CH2:73][NH:74][CH2:75][CH2:76]5)=[CH:69][CH:70]=4)[CH:63]=3)[NH:58][CH:57]=2)[CH:53]=[N:52]1. The catalyst class is: 87.